Dataset: Full USPTO retrosynthesis dataset with 1.9M reactions from patents (1976-2016). Task: Predict the reactants needed to synthesize the given product. (1) Given the product [Cl:1][C:2]1[C:7]([N+:20]([O-:22])=[O:21])=[CH:6][N:5]=[C:4]([N:8]2[CH2:13][CH2:12][N:11]([C:14](=[O:19])[C:15]([CH3:16])([CH3:18])[CH3:17])[CH2:10][CH2:9]2)[CH:3]=1, predict the reactants needed to synthesize it. The reactants are: [Cl:1][C:2]1[CH:7]=[CH:6][N:5]=[C:4]([N:8]2[CH2:13][CH2:12][N:11]([C:14](=[O:19])[C:15]([CH3:18])([CH3:17])[CH3:16])[CH2:10][CH2:9]2)[CH:3]=1.[N+:20]([O-])([O-:22])=[O:21].[K+].[OH-].[Na+]. (2) Given the product [CH3:20][CH:19]([CH3:21])[C:18]([O:10][C:7]1[CH:8]=[CH:9][C:4]([N+:1]([O-:3])=[O:2])=[CH:5][CH:6]=1)=[O:23], predict the reactants needed to synthesize it. The reactants are: [N+:1]([C:4]1[CH:9]=[CH:8][C:7]([OH:10])=[CH:6][CH:5]=1)([O-:3])=[O:2].C(N(CC)CC)C.[CH2:18](Cl)[CH:19]([CH3:21])[CH3:20].[OH2:23]. (3) Given the product [C:12]1([CH2:11][C:10]([N:9]2[CH2:8][CH2:7][NH:6][C:5]3[N:19]=[CH:20][C:2]([C:37]4[CH:38]=[CH:39][C:34]([C:32]([N:29]5[CH2:28][CH2:27][CH:26]([N:21]6[CH2:22][CH2:23][CH2:24][CH2:25]6)[CH2:31][CH2:30]5)=[O:33])=[CH:35][CH:36]=4)=[CH:3][C:4]2=3)=[O:18])[CH:17]=[CH:16][CH:15]=[CH:14][CH:13]=1, predict the reactants needed to synthesize it. The reactants are: I[C:2]1[CH:20]=[N:19][C:5]2[NH:6][CH2:7][CH2:8][N:9]([C:10](=[O:18])[CH2:11][C:12]3[CH:17]=[CH:16][CH:15]=[CH:14][CH:13]=3)[C:4]=2[CH:3]=1.[N:21]1([CH:26]2[CH2:31][CH2:30][N:29]([C:32]([C:34]3[CH:39]=[CH:38][C:37](B4OC(C)(C)C(C)(C)O4)=[CH:36][CH:35]=3)=[O:33])[CH2:28][CH2:27]2)[CH2:25][CH2:24][CH2:23][CH2:22]1. (4) Given the product [C:11]([O:15][C:16]([N:18]1[CH2:23][CH2:22][N:21]([C:2]2[CH:7]=[CH:6][C:5]([N+:8]([O-:10])=[O:9])=[CH:4][CH:3]=2)[CH2:20][CH2:19]1)=[O:17])([CH3:14])([CH3:12])[CH3:13], predict the reactants needed to synthesize it. The reactants are: F[C:2]1[CH:7]=[CH:6][C:5]([N+:8]([O-:10])=[O:9])=[CH:4][CH:3]=1.[C:11]([O:15][C:16]([N:18]1[CH2:23][CH2:22][NH:21][CH2:20][CH2:19]1)=[O:17])([CH3:14])([CH3:13])[CH3:12].C(=O)([O-])[O-].[K+].[K+]. (5) Given the product [Br:1][C:2]1[CH:3]=[CH:4][C:5]([C:8](=[O:22])/[C:9](/[S:10]([CH2:13][C:14]2[CH:15]=[CH:16][C:17]([O:20][CH3:21])=[CH:18][CH:19]=2)(=[O:11])=[O:12])=[CH:28]\[C:27]2[CH:30]=[CH:31][C:24]([Br:23])=[CH:25][CH:26]=2)=[CH:6][CH:7]=1, predict the reactants needed to synthesize it. The reactants are: [Br:1][C:2]1[CH:7]=[CH:6][C:5]([C:8](=[O:22])[CH2:9][S:10]([CH2:13][C:14]2[CH:19]=[CH:18][C:17]([O:20][CH3:21])=[CH:16][CH:15]=2)(=[O:12])=[O:11])=[CH:4][CH:3]=1.[Br:23][C:24]1[CH:31]=[CH:30][C:27]([CH:28]=O)=[CH:26][CH:25]=1. (6) Given the product [F:17][CH:18]1[C:19](=[O:38])[CH2:20][CH2:21][CH2:22][N:23]([C:25]2[NH:29][N:28]=[CH:27][C:26]=2[N+:30]([O-:32])=[O:31])[CH2:24]1, predict the reactants needed to synthesize it. The reactants are: FC1C(=O)CCN(C2NN=CC=2[N+]([O-])=O)C1.[F:17][CH:18]1[CH2:24][N:23]([C:25]2[NH:29][N:28]=[CH:27][C:26]=2[N+:30]([O-:32])=[O:31])[CH2:22][CH2:21][CH:20](C(OCC)=O)[C:19]1=[O:38].[N+](=CC(OCC)=O)=[N-].B(F)(F)F.CCOCC.Cl. (7) Given the product [CH2:35]([O:37][C:38](=[O:58])[CH2:39][C:40]1([C:43]2[CH:48]=[CH:47][C:46]([C:30]3[CH:31]=[CH:32][C:27]([C:26]4[O:25][N:24]=[C:23]([CH3:34])[C:22]=4[CH:13]([C:10]4[O:9][C:8]([CH2:1][C:2]5[CH:7]=[CH:6][CH:5]=[CH:4][CH:3]=5)=[N:12][N:11]=4)[O:14][Si:15]([C:18]([CH3:21])([CH3:20])[CH3:19])([CH3:17])[CH3:16])=[CH:28][CH:29]=3)=[CH:45][CH:44]=2)[CH2:42][CH2:41]1)[CH3:36], predict the reactants needed to synthesize it. The reactants are: [CH2:1]([C:8]1[O:9][C:10]([CH:13]([C:22]2[C:23]([CH3:34])=[N:24][O:25][C:26]=2[C:27]2[CH:32]=[CH:31][C:30](Br)=[CH:29][CH:28]=2)[O:14][Si:15]([C:18]([CH3:21])([CH3:20])[CH3:19])([CH3:17])[CH3:16])=[N:11][N:12]=1)[C:2]1[CH:7]=[CH:6][CH:5]=[CH:4][CH:3]=1.[CH2:35]([O:37][C:38](=[O:58])[CH2:39][C:40]1([C:43]2[CH:48]=[CH:47][C:46](B3OC(C)(C)C(C)(C)O3)=[CH:45][CH:44]=2)[CH2:42][CH2:41]1)[CH3:36]. (8) Given the product [CH:14]([C:13]1[CH:16]=[CH:17][C:10]([C:7]([Cl:2])=[O:8])=[CH:11][CH:12]=1)=[O:15], predict the reactants needed to synthesize it. The reactants are: [Cl-].[Cl:2]C=[N+](C)C.[C:7]([C:10]1[CH:17]=[CH:16][C:13]([CH:14]=[O:15])=[CH:12][CH:11]=1)(O)=[O:8]. (9) Given the product [Cl:1][C:2]1[CH:7]=[C:6]([F:8])[CH:5]=[CH:4][C:3]=1[N:9]1[C:13]([O:14][C:15]2[CH:20]=[CH:19][CH:18]=[CH:17][C:16]=2[NH:21][C:57]([NH:54][C:53]2[CH:52]=[CH:51][C:50]([CH:44]3[CH2:45][CH2:46][CH2:47][CH2:48][CH2:49]3)=[CH:56][CH:55]=2)=[O:59])=[CH:12][C:11]([CH3:22])=[N:10]1, predict the reactants needed to synthesize it. The reactants are: [Cl:1][C:2]1[CH:7]=[C:6]([F:8])[CH:5]=[CH:4][C:3]=1[N:9]1[C:13]([O:14][C:15]2[CH:20]=[CH:19][CH:18]=[CH:17][C:16]=2[NH2:21])=[CH:12][C:11]([CH3:22])=[N:10]1.Cl.ClC1C=C(F)C=CC=1NN.ClC1C([N+]([O-])=O)=CC=CN=1.[CH:44]1([C:50]2[CH:56]=[CH:55][C:53]([NH2:54])=[CH:52][CH:51]=2)[CH2:49][CH2:48][CH2:47][CH2:46][CH2:45]1.[CH2:57]([O:59]C(=O)C(C1C=CC(N)=CC=1)(C)C)C.